From a dataset of Cav3 T-type calcium channel HTS with 100,875 compounds. Binary Classification. Given a drug SMILES string, predict its activity (active/inactive) in a high-throughput screening assay against a specified biological target. (1) The molecule is o1c2c([nH]\c(c1=O)=C/C(=O)/C=C\c1ccccc1)cccc2. The result is 0 (inactive). (2) The molecule is Brc1sc(S(=O)(=O)Nc2sc3c(n2)cccc3)cc1. The result is 0 (inactive). (3) The compound is O1c2c(OCC1)ccc(Nc1n3c(nc1c1oc(cc1)C)nccc3)c2. The result is 0 (inactive).